Predict the reactants needed to synthesize the given product. From a dataset of Full USPTO retrosynthesis dataset with 1.9M reactions from patents (1976-2016). (1) Given the product [NH2:12][C:8]1[CH:7]=[C:6]2[C:11](=[CH:10][CH:9]=1)[CH:2]=[N:3][C:4]([NH:15][C:16](=[O:18])[CH3:17])=[CH:5]2, predict the reactants needed to synthesize it. The reactants are: Br[C:2]1[C:11]2[C:6](=[CH:7][C:8]([N+:12]([O-])=O)=[CH:9][CH:10]=2)[CH:5]=[C:4]([NH:15][C:16](=[O:18])[CH3:17])[N:3]=1.CO.Cl. (2) Given the product [OH:1][C:2]1[CH:9]=[CH:8][C:5]([CH2:6][NH:16][CH2:17][CH2:18][C:19]2[CH:24]=[CH:23][C:22]([O:25][CH3:26])=[C:21]([O:27][CH3:28])[CH:20]=2)=[CH:4][C:3]=1[N+:10]([O-:12])=[O:11], predict the reactants needed to synthesize it. The reactants are: [OH:1][C:2]1[CH:9]=[CH:8][C:5]([CH:6]=O)=[CH:4][C:3]=1[N+:10]([O-:12])=[O:11].[Cl-].CC1[C:24]2[C:19](=[CH:20][C:21]([O:27][CH3:28])=[C:22]([O:25][CH3:26])[CH:23]=2)[CH2:18][CH2:17][N+:16]=1CC1C=CC=CC=1[N+]([O-])=O.